Dataset: Reaction yield outcomes from USPTO patents with 853,638 reactions. Task: Predict the reaction yield, written as a fraction of the theoretical maximum amount of product (1.0 means a 100% yield; for example, 0.34 means a 34% yield). (1) The reactants are [Br:1][C:2]1[CH:3]=[CH:4][C:5](F)=[C:6]([CH:9]=1)[CH:7]=[O:8].[CH3:11][O:12][C:13]1[CH:18]=[C:17]([CH3:19])[CH:16]=[CH:15][C:14]=1[OH:20].C(=O)([O-])[O-].[Cs+].[Cs+].O. The catalyst is CC(N(C)C)=O. The product is [Br:1][C:2]1[CH:3]=[CH:4][C:5]([O:20][C:14]2[CH:15]=[CH:16][C:17]([CH3:19])=[CH:18][C:13]=2[O:12][CH3:11])=[C:6]([CH:9]=1)[CH:7]=[O:8]. The yield is 0.550. (2) The reactants are [OH-].[Na+].[CH3:3][C:4]1[CH:9]=[CH:8][N:7]=[CH:6][C:5]=1[N:10]1[CH2:14][CH2:13][N:12]([C:15]2[CH:23]=[C:22]3[C:18]([CH:19]=[CH:20][N:21]3S(C3C=CC(C)=CC=3)(=O)=O)=[CH:17][CH:16]=2)[C:11]1=[O:34].CO. The catalyst is C(O)C.C(Cl)(Cl)Cl. The product is [NH:21]1[C:22]2[C:18](=[CH:17][CH:16]=[C:15]([N:12]3[CH2:13][CH2:14][N:10]([C:5]4[CH:6]=[N:7][CH:8]=[CH:9][C:4]=4[CH3:3])[C:11]3=[O:34])[CH:23]=2)[CH:19]=[CH:20]1. The yield is 0.475. (3) The reactants are C(OC([NH:8][C@H:9]([C:18]([O:20][CH3:21])=[O:19])[CH2:10][C:11]1[CH:16]=[CH:15][C:14]([OH:17])=[CH:13][CH:12]=1)=O)(C)(C)C.C1(P(C2C=CC=CC=2)C2C=CC=CC=2)C=CC=CC=1.[N:41]1[C:50]2[NH:49][CH2:48][CH2:47][CH2:46][C:45]=2[CH:44]=[CH:43][C:42]=1[CH2:51][CH2:52]O.C1(P(=O)(C2C=CC=CC=2)C2C=CC=CC=2)C=CC=CC=1. The catalyst is C(Cl)Cl.C(O)(C(F)(F)F)=O. The product is [N:41]1[C:50]2[NH:49][CH2:48][CH2:47][CH2:46][C:45]=2[CH:44]=[CH:43][C:42]=1[CH2:51][CH2:52][O:17][C:14]1[CH:13]=[CH:12][C:11]([CH2:10][C@@H:9]([C:18]([O:20][CH3:21])=[O:19])[NH2:8])=[CH:16][CH:15]=1. The yield is 0.790.